From a dataset of Forward reaction prediction with 1.9M reactions from USPTO patents (1976-2016). Predict the product of the given reaction. (1) Given the reactants Cl[C:2](Cl)=[CH:3][CH:4]=[O:5].[CH2:7]1[CH:9]([C:10]([NH2:12])=[NH:11])[CH2:8]1.Cl.[F:14][C:15]([F:24])([F:23])[C:16]1[CH:17]=[C:18](O)[CH:19]=[CH:20][CH:21]=1.C(=O)([O-])[O-].[K+].[K+].COC(OC)C, predict the reaction product. The product is: [CH:9]1([C:10]2[N:12]=[C:4]([O:5][C:20]3[CH:19]=[CH:18][CH:17]=[C:16]([C:15]([F:24])([F:23])[F:14])[CH:21]=3)[CH:3]=[CH:2][N:11]=2)[CH2:8][CH2:7]1. (2) Given the reactants [ClH:1].O1CCOCC1.OC(C(F)(F)F)=O.[F:15][C:16]1[CH:44]=[CH:43][CH:42]=[CH:41][C:17]=1[C:18]([N:20]1[CH2:25][CH2:24][N:23](C(OC(C)(C)C)=O)[CH2:22][CH:21]1[CH2:33][O:34][C:35]1[CH:36]=[N:37][CH:38]=[CH:39][CH:40]=1)=[O:19], predict the reaction product. The product is: [ClH:1].[ClH:1].[F:15][C:16]1[CH:44]=[CH:43][CH:42]=[CH:41][C:17]=1[C:18]([N:20]1[CH2:25][CH2:24][NH:23][CH2:22][CH:21]1[CH2:33][O:34][C:35]1[CH:36]=[N:37][CH:38]=[CH:39][CH:40]=1)=[O:19]. (3) Given the reactants Cl.[NH2:2][C:3]1[S:4][C:5]([CH3:9])=[C:6]([CH3:8])[N:7]=1.[N:10](OS(=O)(=O)O)=O.[Br-:17].[CH2:18]([N:20]([C:27]1[CH:32]=[CH:31][CH:30]=[CH:29][CH:28]=1)[CH2:21][CH2:22][N+:23]([CH3:26])([CH3:25])[CH3:24])[CH3:19].Cl.[OH-].[Na+], predict the reaction product. The product is: [Br-:17].[CH3:8][C:6]1[N:7]=[C:3]([N:2]=[N:10][C:30]2[CH:29]=[CH:28][C:27]([N:20]([CH2:18][CH3:19])[CH2:21][CH2:22][N+:23]([CH3:26])([CH3:24])[CH3:25])=[CH:32][CH:31]=2)[S:4][C:5]=1[CH3:9]. (4) Given the reactants [Cl:1][C:2]1[CH:9]=[C:8]([C:10]2[NH:14][N:13]=[CH:12][CH:11]=2)[CH:7]=[CH:6][C:3]=1[C:4]#[N:5].O[CH2:16][C@H:17]([NH:20]C(=O)OC(C)(C)C)[CH2:18][CH3:19], predict the reaction product. The product is: [ClH:1].[NH2:20][C@H:17]([CH2:18][CH3:19])[CH2:16][N:13]1[CH:12]=[CH:11][C:10]([C:8]2[CH:7]=[CH:6][C:3]([C:4]#[N:5])=[C:2]([Cl:1])[CH:9]=2)=[N:14]1. (5) Given the reactants [F:1][C:2]1[CH:3]=[C:4]([NH:24][C:25]([C:27]2[C:28](=[O:40])[N:29]([C:33]3[CH:38]=[CH:37][C:36]([F:39])=[CH:35][CH:34]=3)[N:30]=[CH:31][CH:32]=2)=[O:26])[CH:5]=[CH:6][C:7]=1[O:8][C:9]1[CH:14]=[CH:13][N:12]=[C:11]2[CH:15]=[C:16]([CH:18]3[CH2:23][CH2:22][NH:21][CH2:20][CH2:19]3)[S:17][C:10]=12.[CH:41](=O)[CH3:42].[BH-](OC(C)=O)(OC(C)=O)OC(C)=O.[Na+], predict the reaction product. The product is: [CH2:41]([N:21]1[CH2:20][CH2:19][CH:18]([C:16]2[S:17][C:10]3[C:11](=[N:12][CH:13]=[CH:14][C:9]=3[O:8][C:7]3[CH:6]=[CH:5][C:4]([NH:24][C:25]([C:27]4[C:28](=[O:40])[N:29]([C:33]5[CH:34]=[CH:35][C:36]([F:39])=[CH:37][CH:38]=5)[N:30]=[CH:31][CH:32]=4)=[O:26])=[CH:3][C:2]=3[F:1])[CH:15]=2)[CH2:23][CH2:22]1)[CH3:42]. (6) Given the reactants ClC1C=C(C=CC=1)C(OO)=[O:6].[Cl:12][C:13]1[CH:14]=[C:15]([C:20]2[N:29]([CH2:30][C:31]([NH:33][CH:34]([CH3:36])[CH3:35])=[O:32])[C:28](=[O:37])[C:27]3[C:22](=[CH:23][CH:24]=[C:25]([N:38]4[CH2:44][CH2:43][CH2:42][N:41]([CH:45]([CH3:47])[CH3:46])[CH2:40][CH2:39]4)[CH:26]=3)[N:21]=2)[CH:16]=[CH:17][C:18]=1[F:19], predict the reaction product. The product is: [Cl:12][C:13]1[CH:14]=[C:15]([C:20]2[N:29]([CH2:30][C:31]([NH:33][CH:34]([CH3:35])[CH3:36])=[O:32])[C:28](=[O:37])[C:27]3[C:22](=[CH:23][CH:24]=[C:25]([N:38]4[CH2:44][CH2:43][CH2:42][N+:41]([O-:6])([CH:45]([CH3:47])[CH3:46])[CH2:40][CH2:39]4)[CH:26]=3)[N:21]=2)[CH:16]=[CH:17][C:18]=1[F:19]. (7) Given the reactants C1(C)C=CC(S([O-])(=O)=O)=CC=1.[CH3:12][N+:13]1[C:17]2[CH2:18][CH2:19][CH2:20][CH2:21][C:16]=2[S:15][C:14]=1SC.[C:24]([C:27]1[CH:28]=[CH:29][C:30]([NH:47][CH2:48][CH3:49])=[C:31]([N:33]=[C:34]2[N:38]([CH2:39][C:40]3[CH:45]=[CH:44][CH:43]=[CH:42][CH:41]=3)[C:37](=[O:46])[CH2:36][S:35]2)[CH:32]=1)(=[O:26])[CH3:25], predict the reaction product. The product is: [C:24]([C:27]1[CH:28]=[CH:29][C:30]([NH:47][CH2:48][CH3:49])=[C:31]([N:33]=[C:34]2[N:38]([CH2:39][C:40]3[CH:41]=[CH:42][CH:43]=[CH:44][CH:45]=3)[C:37](=[O:46])[C:36](=[C:14]3[N:13]([CH3:12])[C:17]4[CH2:18][CH2:19][CH2:20][CH2:21][C:16]=4[S:15]3)[S:35]2)[CH:32]=1)(=[O:26])[CH3:25].